This data is from Catalyst prediction with 721,799 reactions and 888 catalyst types from USPTO. The task is: Predict which catalyst facilitates the given reaction. (1) Reactant: [Cl:1][C:2]1[CH:3]=[C:4]([C@@H:12]([CH2:22][CH:23]2[CH2:27][CH2:26][CH2:25][CH2:24]2)[C:13]([NH:15][C:16]2[CH:20]=[CH:19][N:18]([CH3:21])[N:17]=2)=[O:14])[CH:5]=[CH:6][C:7]=1[S:8]([CH3:11])(=[O:10])=[O:9].C(Cl)(=O)C(Cl)=O.N1C(C)=CC=CC=1C.[C:42]([O:46][C:47](=[O:62])[NH:48][C:49]1[CH:54]=[CH:53][CH:52]=[C:51](CN2C=CC(N)=N2)[CH:50]=1)([CH3:45])([CH3:44])[CH3:43]. Product: [C:42]([O:46][C:47](=[O:62])[NH:48][C:49]1[CH:50]=[CH:51][CH:52]=[C:53]([CH2:21][N:18]2[CH:19]=[CH:20][C:16]([NH:15][C:13](=[O:14])[C@@H:12]([C:4]3[CH:5]=[CH:6][C:7]([S:8]([CH3:11])(=[O:10])=[O:9])=[C:2]([Cl:1])[CH:3]=3)[CH2:22][CH:23]3[CH2:24][CH2:25][CH2:26][CH2:27]3)=[N:17]2)[CH:54]=1)([CH3:45])([CH3:43])[CH3:44]. The catalyst class is: 2. (2) The catalyst class is: 8. Reactant: [NH2:1][C:2]1[C:7]([S:8][CH2:9][C:10](OCC)=[O:11])=[CH:6][N:5]=[C:4]([Cl:15])[N:3]=1.C(=O)([O-])[O-].[Cs+].[Cs+]. Product: [Cl:15][C:4]1[NH:3][C:2]2[C:7]([S:8][CH2:9][C:10](=[O:11])[N:1]=2)=[CH:6][N:5]=1. (3) Reactant: Cl[C:2]1[CH:7]=[C:6]([C:8]2[CH:13]=[CH:12][CH:11]=[CH:10][CH:9]=2)[N:5]=[C:4]([NH:14][C:15](=[O:29])[CH2:16][CH2:17][C:18]([C:20]2[CH:21]=[CH:22][C:23]3[O:27][CH2:26][CH2:25][C:24]=3[CH:28]=2)=[O:19])[CH:3]=1.C1(C2C=CC=CC=2)C=CC=CC=1P(C1CCCCC1)C1CCCCC1.C(=O)([O-])[O-].[K+].[K+].[F:61][C:62]([F:74])([F:73])[O:63][C:64]1[CH:65]=[C:66](B(O)O)[CH:67]=[CH:68][CH:69]=1. Product: [O:27]1[C:23]2[CH:22]=[CH:21][C:20]([C:18](=[O:19])[CH2:17][CH2:16][C:15]([NH:14][C:4]3[CH:3]=[C:2]([C:66]4[CH:67]=[CH:68][CH:69]=[C:64]([O:63][C:62]([F:61])([F:73])[F:74])[CH:65]=4)[CH:7]=[C:6]([C:8]4[CH:13]=[CH:12][CH:11]=[CH:10][CH:9]=4)[N:5]=3)=[O:29])=[CH:28][C:24]=2[CH2:25][CH2:26]1. The catalyst class is: 110. (4) Reactant: [CH3:1][Li].[Br:3][C:4]1[CH:12]=[C:11]2[C:7]([C:8]3([CH2:18][CH2:17][C:16](=[O:19])[CH2:15][CH2:14]3)[C:9](=[O:13])[NH:10]2)=[CH:6][CH:5]=1.[Cl-].[NH4+]. Product: [Br:3][C:4]1[CH:12]=[C:11]2[C:7]([C:8]3([CH2:14][CH2:15][C:16]([OH:19])([CH3:1])[CH2:17][CH2:18]3)[C:9](=[O:13])[NH:10]2)=[CH:6][CH:5]=1. The catalyst class is: 7.